From a dataset of Full USPTO retrosynthesis dataset with 1.9M reactions from patents (1976-2016). Predict the reactants needed to synthesize the given product. Given the product [BrH:11].[Br:11][CH2:9][C:8]([C:7]1[C:2]([F:1])=[N:3][CH:4]=[CH:5][CH:6]=1)=[O:10], predict the reactants needed to synthesize it. The reactants are: [F:1][C:2]1[C:7]([C:8](=[O:10])[CH3:9])=[CH:6][CH:5]=[CH:4][N:3]=1.[Br:11]Br.